Predict the reactants needed to synthesize the given product. From a dataset of Full USPTO retrosynthesis dataset with 1.9M reactions from patents (1976-2016). (1) Given the product [C:12]1(/[CH:18]=[CH:19]/[C:2]2[CH:3]=[C:4]([CH:9]=[CH:10][N:11]=2)[C:5]([O:7][CH3:8])=[O:6])[CH:17]=[CH:16][CH:15]=[CH:14][CH:13]=1, predict the reactants needed to synthesize it. The reactants are: Cl[C:2]1[CH:3]=[C:4]([CH:9]=[CH:10][N:11]=1)[C:5]([O:7][CH3:8])=[O:6].[C:12]1(/[CH:18]=[CH:19]/OB(O)O)[CH:17]=[CH:16][CH:15]=[CH:14][CH:13]=1.C([O-])([O-])=O.[Na+].[Na+].O. (2) Given the product [CH3:1][O:2][C:3](=[O:24])[C:4]1[CH:9]=[CH:8][C:7]([C:10]([CH2:11][CH3:12])([C:13]2[CH:18]=[CH:17][C:16]([O:19][CH:28]3[CH2:27][CH2:26][CH2:25][CH2:30][O:29]3)=[C:15]([CH3:20])[CH:14]=2)[CH2:21][CH3:22])=[CH:6][C:5]=1[CH3:23], predict the reactants needed to synthesize it. The reactants are: [CH3:1][O:2][C:3](=[O:24])[C:4]1[CH:9]=[CH:8][C:7]([C:10]([CH2:21][CH3:22])([C:13]2[CH:18]=[CH:17][C:16]([OH:19])=[C:15]([CH3:20])[CH:14]=2)[CH2:11][CH3:12])=[CH:6][C:5]=1[CH3:23].[CH2:25]1[CH2:30][O:29][CH:28]=[CH:27][CH2:26]1.C(OCC)(=O)C.